Task: Predict the reactants needed to synthesize the given product.. Dataset: Full USPTO retrosynthesis dataset with 1.9M reactions from patents (1976-2016) (1) Given the product [C:21]([O:24][C:25]([N:1]1[C:9]2[C:4](=[CH:5][C:6]([B:10]([OH:11])[OH:12])=[CH:7][CH:8]=2)[CH:3]=[N:2]1)=[O:26])([CH3:23])([CH3:22])[CH3:20], predict the reactants needed to synthesize it. The reactants are: [NH:1]1[C:9]2[C:4](=[CH:5][C:6]([B:10]([OH:12])[OH:11])=[CH:7][CH:8]=2)[CH:3]=[N:2]1.C(N(CC)CC)C.[CH3:20][C:21]([O:24][C:25](O[C:25]([O:24][C:21]([CH3:23])([CH3:22])[CH3:20])=[O:26])=[O:26])([CH3:23])[CH3:22].O. (2) Given the product [C:1]([O:5][C:6](=[O:39])[NH:7][CH2:8][C:9]1[CH:38]=[CH:37][C:12]2[N:13]([CH2:32][CH2:33][CH2:34][CH2:35][F:36])[C:14]([CH2:16][N:17]3[C:26]4[C:21](=[CH:22][CH:23]=[CH:24][CH:25]=4)[C:40]([O:44][CH3:45])=[CH:41][C:18]3=[O:31])=[N:15][C:11]=2[CH:10]=1)([CH3:3])([CH3:4])[CH3:2], predict the reactants needed to synthesize it. The reactants are: [C:1]([O:5][C:6](=[O:39])[NH:7][CH2:8][C:9]1[CH:38]=[CH:37][C:12]2[N:13]([CH2:32][CH2:33][CH2:34][CH2:35][F:36])[C:14]([CH2:16][N:17]3[C:26]4[C:21](=[CH:22][CH:23]=[CH:24][CH:25]=4)C(=O)N(C4CC4)[C:18]3=[O:31])=[N:15][C:11]=2[CH:10]=1)([CH3:4])([CH3:3])[CH3:2].[C:40]([O:44][C:45](=O)NCC1C=CC2N(CCCCO)C(CN3C4[C:41](=CC=CC=4)[C:40]([O:44][CH3:45])=CC3=O)=NC=2C=1)(C)(C)[CH3:41]. (3) The reactants are: [F:1][C:2]([F:28])([F:27])[C:3]([NH:5][C@H:6]([C@@H:9]([C@@H:11]([CH2:13][CH2:14][CH2:15][CH2:16][CH2:17][CH2:18][CH2:19][CH2:20][CH2:21][CH2:22][CH2:23][CH2:24][CH2:25][CH3:26])[OH:12])[OH:10])[CH2:7][OH:8])=[O:4].[Si:29](Cl)([C:42]([CH3:45])([CH3:44])[CH3:43])([C:36]1[CH:41]=[CH:40][CH:39]=[CH:38][CH:37]=1)[C:30]1[CH:35]=[CH:34][CH:33]=[CH:32][CH:31]=1. Given the product [Si:29]([O:8][CH2:7][C@@H:6]([C@@H:9]([C@@H:11]([CH2:13][CH2:14][CH2:15][CH2:16][CH2:17][CH2:18][CH2:19][CH2:20][CH2:21][CH2:22][CH2:23][CH2:24][CH2:25][CH3:26])[OH:12])[OH:10])[NH:5][C:3](=[O:4])[C:2]([F:27])([F:28])[F:1])([C:42]([CH3:45])([CH3:44])[CH3:43])([C:36]1[CH:37]=[CH:38][CH:39]=[CH:40][CH:41]=1)[C:30]1[CH:35]=[CH:34][CH:33]=[CH:32][CH:31]=1, predict the reactants needed to synthesize it. (4) Given the product [O:22]1[C:19]2[CH:20]=[CH:21][C:16]([NH:15][C:8]3[C:7]4[C:12](=[CH:13][CH:14]=[C:5]([S:2]([CH3:1])(=[O:4])=[O:3])[CH:6]=4)[N:11]=[CH:10][CH:9]=3)=[CH:17][C:18]=2[N:23]=[CH:27]1, predict the reactants needed to synthesize it. The reactants are: [CH3:1][S:2]([C:5]1[CH:6]=[C:7]2[C:12](=[CH:13][CH:14]=1)[N:11]=[CH:10][CH:9]=[C:8]2[NH:15][C:16]1[CH:21]=[CH:20][C:19]([OH:22])=[C:18]([N+:23]([O-])=O)[CH:17]=1)(=[O:4])=[O:3].Cl[C:27]1C2C(=CC=CC=2)N=CC=1.NC1C=CC(O)=C([N+]([O-])=O)C=1.C(O)C. (5) Given the product [CH2:1]([O:8][C:9]1[CH:10]=[CH:11][C:12]([C:15]2[O:16][C:17]3[CH:27]=[C:26]([N:28]([CH2:42][C:41]4[CH:44]=[CH:45][C:38]([O:37][CH3:36])=[CH:39][CH:40]=4)[S:29]([CH3:32])(=[O:30])=[O:31])[C:25]([CH:33]4[CH2:35][CH2:34]4)=[CH:24][C:18]=3[C:19]=2[C:20]([O:22][CH3:23])=[O:21])=[CH:13][CH:14]=1)[C:2]1[CH:3]=[CH:4][CH:5]=[CH:6][CH:7]=1, predict the reactants needed to synthesize it. The reactants are: [CH2:1]([O:8][C:9]1[CH:14]=[CH:13][C:12]([C:15]2[O:16][C:17]3[CH:27]=[C:26]([NH:28][S:29]([CH3:32])(=[O:31])=[O:30])[C:25]([CH:33]4[CH2:35][CH2:34]4)=[CH:24][C:18]=3[C:19]=2[C:20]([O:22][CH3:23])=[O:21])=[CH:11][CH:10]=1)[C:2]1[CH:7]=[CH:6][CH:5]=[CH:4][CH:3]=1.[CH3:36][O:37][C:38]1[CH:45]=[CH:44][C:41]([CH2:42]Br)=[CH:40][CH:39]=1.C(=O)([O-])[O-].[K+].[K+].